From a dataset of Peptide-MHC class I binding affinity with 185,985 pairs from IEDB/IMGT. Regression. Given a peptide amino acid sequence and an MHC pseudo amino acid sequence, predict their binding affinity value. This is MHC class I binding data. (1) The peptide sequence is IVHVDHECF. The MHC is HLA-A31:01 with pseudo-sequence HLA-A31:01. The binding affinity (normalized) is 0.0847. (2) The peptide sequence is SVYIGGGL. The MHC is H-2-Kb with pseudo-sequence H-2-Kb. The binding affinity (normalized) is 0.734. (3) The peptide sequence is SLTVLFDGR. The MHC is HLA-A03:01 with pseudo-sequence HLA-A03:01. The binding affinity (normalized) is 0.216. (4) The peptide sequence is SLTIKDSSNK. The MHC is HLA-A02:02 with pseudo-sequence HLA-A02:02. The binding affinity (normalized) is 0. (5) The peptide sequence is FVDINRNNK. The MHC is HLA-A03:01 with pseudo-sequence HLA-A03:01. The binding affinity (normalized) is 0.479.